Dataset: Catalyst prediction with 721,799 reactions and 888 catalyst types from USPTO. Task: Predict which catalyst facilitates the given reaction. (1) Reactant: [N+:1]([C:4]1[CH:9]=[CH:8][C:7]([NH:10][C:11]2[CH:16]=[CH:15][CH:14]=[CH:13][N:12]=2)=[CH:6][CH:5]=1)([O-])=O. Product: [N:12]1[CH:13]=[CH:14][CH:15]=[CH:16][C:11]=1[NH:10][C:7]1[CH:8]=[CH:9][C:4]([NH2:1])=[CH:5][CH:6]=1. The catalyst class is: 13. (2) Reactant: Br[CH2:2][C:3]1[CH:4]=[C:5]([C:9]2[CH:13]=[C:12]([CH2:14][CH:15]([CH3:17])[CH3:16])[S:11][C:10]=2[S:18]([NH:21][C:22]([CH3:25])([CH3:24])[CH3:23])(=[O:20])=[O:19])[CH:6]=[CH:7][CH:8]=1.[CH3:26][C:27]1[NH:28][CH:29]=[CH:30][N:31]=1. Product: [CH3:26][C:27]1[N:28]([CH2:2][C:3]2[CH:4]=[C:5]([C:9]3[CH:13]=[C:12]([CH2:14][CH:15]([CH3:17])[CH3:16])[S:11][C:10]=3[S:18]([NH:21][C:22]([CH3:25])([CH3:24])[CH3:23])(=[O:20])=[O:19])[CH:6]=[CH:7][CH:8]=2)[CH:29]=[CH:30][N:31]=1. The catalyst class is: 12. (3) Reactant: Cl[S:2]([N:5]=[C:6]=[O:7])(=[O:4])=[O:3].[C:8]([OH:12])([CH3:11])([CH3:10])[CH3:9].[CH2:13]([O:15][C:16](=[O:34])[CH2:17][NH:18][CH2:19][C:20]1[CH:25]=[CH:24][C:23]([O:26][CH2:27][C:28]2[CH:33]=[CH:32][CH:31]=[CH:30][CH:29]=2)=[CH:22][CH:21]=1)[CH3:14].CCCCCC.C(OC(=O)C)C. Product: [CH2:13]([O:15][C:16](=[O:34])[CH2:17][N:18]([CH2:19][C:20]1[CH:25]=[CH:24][C:23]([O:26][CH2:27][C:28]2[CH:33]=[CH:32][CH:31]=[CH:30][CH:29]=2)=[CH:22][CH:21]=1)[S:2]([NH:5][C:6]([O:12][C:8]([CH3:11])([CH3:10])[CH3:9])=[O:7])(=[O:4])=[O:3])[CH3:14]. The catalyst class is: 2. (4) Reactant: [C:1]([O:5][C:6]([N:8]1[CH2:13][C@@H:12]([N:14]([C:19]([C:21]2[C:22]([NH:31][CH2:32][CH2:33][CH2:34][O:35][CH3:36])=[N:23][C:24]([C:27]([CH3:30])([CH3:29])[CH3:28])=[N:25][CH:26]=2)=[O:20])[CH2:15][CH:16]([CH3:18])[CH3:17])[CH2:11][C@@H:10]([C:37](O)=[O:38])[CH2:9]1)=[O:7])([CH3:4])([CH3:3])[CH3:2].[NH:40]1[C:48]2[C:43](=[CH:44][CH:45]=[CH:46][CH:47]=2)[CH2:42][CH2:41]1.C(N(C(C)C)CC)(C)C.F[P-](F)(F)(F)(F)F.ClC(N(C)C)=[N+](C)C. Product: [C:27]([C:24]1[N:23]=[C:22]([NH:31][CH2:32][CH2:33][CH2:34][O:35][CH3:36])[C:21]([C:19]([N:14]([CH2:15][CH:16]([CH3:17])[CH3:18])[C@H:12]2[CH2:11][C@@H:10]([C:37]([N:40]3[C:48]4[C:43](=[CH:44][CH:45]=[CH:46][CH:47]=4)[CH2:42][CH2:41]3)=[O:38])[CH2:9][N:8]([C:6]([O:5][C:1]([CH3:2])([CH3:4])[CH3:3])=[O:7])[CH2:13]2)=[O:20])=[CH:26][N:25]=1)([CH3:30])([CH3:29])[CH3:28]. The catalyst class is: 26.